Task: Predict the product of the given reaction.. Dataset: Forward reaction prediction with 1.9M reactions from USPTO patents (1976-2016) (1) Given the reactants C[O:2][C:3](=O)[CH:4]([CH3:26])[CH:5]([OH:25])[C:6]1[CH:11]=[CH:10][C:9]([O:12][CH2:13][C:14]2[C:23]3[C:18](=[CH:19][CH:20]=[CH:21][CH:22]=3)[N:17]=[C:16]([CH3:24])[CH:15]=2)=[CH:8][CH:7]=1.[OH-:28].[K+].[NH2:30]O.CO.[C:34]([OH:40])([C:36]([F:39])([F:38])[F:37])=[O:35], predict the reaction product. The product is: [C:34]([OH:40])([C:36]([F:39])([F:38])[F:37])=[O:35].[OH:25][CH:5]([C:6]1[CH:11]=[CH:10][C:9]([O:12][CH2:13][C:14]2[C:23]3[C:18](=[CH:19][CH:20]=[CH:21][CH:22]=3)[N:17]=[C:16]([CH3:24])[CH:15]=2)=[CH:8][CH:7]=1)[CH:4]([CH3:26])[C:3]([NH:30][OH:28])=[O:2]. (2) Given the reactants [N:1]([C:4]1[N:5]=[C:6]([N:15]2[CH2:20][CH2:19][N:18]([C:21]([O:23][C:24]([CH3:27])([CH3:26])[CH3:25])=[O:22])[CH2:17][CH2:16]2)[C:7]2[CH:12]=[C:11]([CH2:13][CH3:14])[S:10][C:8]=2[N:9]=1)=[N+]=[N-].CP(C)C, predict the reaction product. The product is: [NH2:1][C:4]1[N:5]=[C:6]([N:15]2[CH2:20][CH2:19][N:18]([C:21]([O:23][C:24]([CH3:25])([CH3:27])[CH3:26])=[O:22])[CH2:17][CH2:16]2)[C:7]2[CH:12]=[C:11]([CH2:13][CH3:14])[S:10][C:8]=2[N:9]=1. (3) Given the reactants [CH2:1]([O:5][CH2:6][CH2:7][O:8][C:9]1[CH:14]=[CH:13][C:12]([C:15]2[CH:20]=[CH:19][C:18]([N:21]([CH3:29])[CH2:22][C:23]3[CH:24]=[N:25][N:26]([CH3:28])[CH:27]=3)=[C:17](/[CH:30]=[C:31](\[CH3:35])/[C:32]([OH:34])=O)[CH:16]=2)=[CH:11][CH:10]=1)[CH2:2][CH2:3][CH3:4].CN(C=O)C.C(Cl)(=O)C(Cl)=O.[CH2:47]([N:50]1[C:54]([CH2:55][S@@:56]([C:58]2[CH:64]=[CH:63][C:61]([NH2:62])=[CH:60][CH:59]=2)=[O:57])=[CH:53][N:52]=[CH:51]1)[CH2:48][CH3:49], predict the reaction product. The product is: [CH2:1]([O:5][CH2:6][CH2:7][O:8][C:9]1[CH:10]=[CH:11][C:12]([C:15]2[CH:20]=[CH:19][C:18]([N:21]([CH3:29])[CH2:22][C:23]3[CH:24]=[N:25][N:26]([CH3:28])[CH:27]=3)=[C:17](/[CH:30]=[C:31](\[CH3:35])/[C:32]([NH:62][C:61]3[CH:63]=[CH:64][C:58]([S@:56]([CH2:55][C:54]4[N:50]([CH2:47][CH2:48][CH3:49])[CH:51]=[N:52][CH:53]=4)=[O:57])=[CH:59][CH:60]=3)=[O:34])[CH:16]=2)=[CH:13][CH:14]=1)[CH2:2][CH2:3][CH3:4]. (4) Given the reactants Br[C:2]1[C:3]([C:8]2[CH:13]=[CH:12][CH:11]=[C:10]([Cl:14])[C:9]=2[OH:15])=[N:4][CH:5]=[CH:6][CH:7]=1.N1C=CC=CC=1C(O)=O.P([O-])([O-])([O-])=O.[K+].[K+].[K+], predict the reaction product. The product is: [Cl:14][C:10]1[C:9]2[O:15][C:2]3[C:3](=[N:4][CH:5]=[CH:6][CH:7]=3)[C:8]=2[CH:13]=[CH:12][CH:11]=1. (5) Given the reactants [C:1]1(=[O:10])[C:9]2[C:4](=[CH:5][CH:6]=[CH:7][CH:8]=2)[CH2:3][NH:2]1.BrC[CH:13]=[CH:14][C:15]1[CH:20]=[CH:19][CH:18]=[CH:17][CH:16]=1.[C:21]([O-])([O-])=O.[Cs+].[Cs+].C1OCCOCCOCCOCCOCCOC1, predict the reaction product. The product is: [C:15]1([C:14](=[CH2:13])[CH2:21][N:2]2[CH2:3][C:4]3[C:9](=[CH:8][CH:7]=[CH:6][CH:5]=3)[C:1]2=[O:10])[CH:16]=[CH:17][CH:18]=[CH:19][CH:20]=1. (6) Given the reactants [Cl:1][C:2]1[C:7]([O:8][CH3:9])=[CH:6][C:5]([O:10][CH3:11])=[C:4]([F:12])[C:3]=1[C:13]1[N:18]=[CH:17][C:16]2[C:19](I)=[N:20][N:21](C3CCCCO3)[C:15]=2[CH:14]=1.[CH2:29]([N:31]1[CH2:39][C:38]2[C:33](=[CH:34][CH:35]=[C:36](B3OC(C)(C)C(C)(C)O3)[CH:37]=2)[C:32]1=[O:49])[CH3:30], predict the reaction product. The product is: [Cl:1][C:2]1[C:7]([O:8][CH3:9])=[CH:6][C:5]([O:10][CH3:11])=[C:4]([F:12])[C:3]=1[C:13]1[N:18]=[CH:17][C:16]2[C:19]([C:36]3[CH:37]=[C:38]4[C:33](=[CH:34][CH:35]=3)[C:32](=[O:49])[N:31]([CH2:29][CH3:30])[CH2:39]4)=[N:20][NH:21][C:15]=2[CH:14]=1.